Dataset: Reaction yield outcomes from USPTO patents with 853,638 reactions. Task: Predict the reaction yield, written as a fraction of the theoretical maximum amount of product (1.0 means a 100% yield; for example, 0.34 means a 34% yield). (1) The catalyst is CO. The product is [CH2:21]([C:18]1[O:17][C:16]([C:13]2[CH:14]=[CH:15][C:10]([CH2:9][OH:8])=[CH:11][CH:12]=2)=[N:20][N:19]=1)[CH3:22]. The yield is 0.930. The reactants are [Si]([O:8][CH2:9][C:10]1[CH:15]=[CH:14][C:13]([C:16]2[O:17][C:18]([CH2:21][CH3:22])=[N:19][N:20]=2)=[CH:12][CH:11]=1)(C(C)(C)C)(C)C.Cl. (2) The reactants are [C:1]([C:3]1[C:4]2[CH:5]=[CH:6][C:7]([NH:13][S:14]([C:17]3[CH:22]=[CH:21][CH:20]=[CH:19][CH:18]=3)(=[O:16])=[O:15])=[CH:8][C:9]=2[CH2:10][CH2:11][CH:12]=1)#[N:2].CCO.[H][H]. The catalyst is [Pd].C(O)(=O)C. The product is [C:1]([CH:3]1[CH2:12][CH2:11][CH2:10][C:9]2[CH:8]=[C:7]([NH:13][S:14]([C:17]3[CH:22]=[CH:21][CH:20]=[CH:19][CH:18]=3)(=[O:15])=[O:16])[CH:6]=[CH:5][C:4]1=2)#[N:2]. The yield is 0.900. (3) The reactants are [Cl:1][C:2]1[CH:7]=[CH:6][C:5]([NH:8][C:9](=[O:27])[NH:10][C:11]2[CH:26]=[CH:25][C:14]([O:15][C:16]3[CH:21]=[CH:20][N:19]=[C:18]([C:22]([OH:24])=[O:23])[CH:17]=3)=[CH:13][CH:12]=2)=[CH:4][C:3]=1[C:28]([F:31])([F:30])[F:29].S(=O)(=O)(O)O.[CH3:37]O. No catalyst specified. The product is [Cl:1][C:2]1[CH:7]=[CH:6][C:5]([NH:8][C:9](=[O:27])[NH:10][C:11]2[CH:26]=[CH:25][C:14]([O:15][C:16]3[CH:21]=[CH:20][N:19]=[C:18]([C:22]([O:24][CH3:37])=[O:23])[CH:17]=3)=[CH:13][CH:12]=2)=[CH:4][C:3]=1[C:28]([F:31])([F:29])[F:30]. The yield is 0.900. (4) The reactants are [Br:1][C:2]1[CH:7]=[C:6]([Cl:8])[CH:5]=[CH:4][N:3]=1.C([N-]C(C)C)(C)C.[Li+].CN([CH:20]=[O:21])C. The catalyst is O1CCCC1. The product is [Br:1][C:2]1[N:3]=[CH:4][CH:5]=[C:6]([Cl:8])[C:7]=1[CH:20]=[O:21]. The yield is 0.480. (5) The reactants are Br[C:2]1[S:6][C:5]([C:7]([O:9][CH3:10])=[O:8])=[CH:4][CH:3]=1.C(N)CCC.[CH2:16]([OH:19])[C:17]#[CH:18].[Cl-].[NH4+]. The catalyst is C1C=CC=CC=1.C1C=CC([P]([Pd]([P](C2C=CC=CC=2)(C2C=CC=CC=2)C2C=CC=CC=2)([P](C2C=CC=CC=2)(C2C=CC=CC=2)C2C=CC=CC=2)[P](C2C=CC=CC=2)(C2C=CC=CC=2)C2C=CC=CC=2)(C2C=CC=CC=2)C2C=CC=CC=2)=CC=1.[Cu]I. The product is [OH:19][CH2:16][C:17]#[C:18][C:2]1[S:6][C:5]([C:7]([O:9][CH3:10])=[O:8])=[CH:4][CH:3]=1. The yield is 0.780. (6) The reactants are [F:1][C:2]1[CH:3]=[C:4]2[C:8](=[CH:9][CH:10]=1)[NH:7][C:6](=[O:11])[CH2:5]2.[Br:12]N1C(=O)CCC1=O. The catalyst is C(#N)C. The product is [Br:12][C:9]1[CH:10]=[C:2]([F:1])[CH:3]=[C:4]2[C:8]=1[NH:7][C:6](=[O:11])[CH2:5]2. The yield is 0.870. (7) The reactants are [CH:1]([CH:3]=[O:4])=[O:2].[CH3:5][C:6]([CH3:11])([CH2:9]O)[CH2:7][OH:8].C1(C)C=CC(S(O)(=O)=O)=CC=1.[O-]S([O-])(=O)=O.[Na+].[Na+].C([O-])(O)=O.[Na+]. The catalyst is C1C=CC=CC=1. The product is [CH:1]([CH:3]1[O:8][CH2:7][C:6]([CH3:11])([CH3:9])[CH2:5][O:4]1)=[O:2]. The yield is 0.0400. (8) The reactants are [NH:1]1[C:5]2=[N:6][CH:7]=[CH:8][CH:9]=[C:4]2[CH2:3][CH2:2]1.[Br:10]N1C(=O)CCC1=O.C(=O)(O)[O-].[Na+]. The catalyst is CN(C)C=O. The product is [Br:10][C:8]1[CH:9]=[C:4]2[CH2:3][CH2:2][NH:1][C:5]2=[N:6][CH:7]=1. The yield is 0.360. (9) The reactants are CC1(C)[O:6][C@@H:5]([C@@H:7]2[C@@H:14]3[C@@H:10]([O:11][C:12]([CH3:16])([CH3:15])[O:13]3)[CH2:9][S:8]2)[CH2:4][O:3]1. The catalyst is CC(O)=O. The product is [CH3:15][C:12]1([CH3:16])[O:11][C@H:10]2[CH2:9][S:8][C@H:7]([C@H:5]([OH:6])[CH2:4][OH:3])[C@H:14]2[O:13]1. The yield is 0.750.